From a dataset of Reaction yield outcomes from USPTO patents with 853,638 reactions. Predict the reaction yield, written as a fraction of the theoretical maximum amount of product (1.0 means a 100% yield; for example, 0.34 means a 34% yield). The reactants are Cl.Cl.[N:3]1[CH:8]=[CH:7][C:6]([C:9]([NH2:12])([CH3:11])[CH3:10])=[CH:5][CH:4]=1.CN(C(ON1N=NC2C=CC=NC1=2)=[N+](C)C)C.F[P-](F)(F)(F)(F)F.CCN(C(C)C)C(C)C.[F:46][C:47]1[CH:52]=[CH:51][C:50]([C:53]2[O:54][C:55]3[CH:65]=[CH:64][C:63]([C:66]4[CH:67]=[C:68]([CH:72]=[CH:73][CH:74]=4)[C:69](O)=[O:70])=[CH:62][C:56]=3[C:57]=2[C:58](=[O:61])[NH:59][CH3:60])=[CH:49][CH:48]=1. The catalyst is CN(C=O)C. The product is [F:46][C:47]1[CH:52]=[CH:51][C:50]([C:53]2[O:54][C:55]3[CH:65]=[CH:64][C:63]([C:66]4[CH:74]=[CH:73][CH:72]=[C:68]([C:69](=[O:70])[NH:12][C:9]([C:6]5[CH:7]=[CH:8][N:3]=[CH:4][CH:5]=5)([CH3:11])[CH3:10])[CH:67]=4)=[CH:62][C:56]=3[C:57]=2[C:58]([NH:59][CH3:60])=[O:61])=[CH:49][CH:48]=1. The yield is 0.270.